Dataset: Catalyst prediction with 721,799 reactions and 888 catalyst types from USPTO. Task: Predict which catalyst facilitates the given reaction. (1) Reactant: [N+:1](/[CH:4]=[CH:5]/[C:6]1[C:15]2[C:10](=[CH:11][CH:12]=[CH:13][CH:14]=2)[CH:9]=[CH:8][CH:7]=1)([O-:3])=[O:2].[CH:16](=[O:21])[CH2:17][CH:18]([CH3:20])[CH3:19].CC(O)C.CCCCCC. Product: [CH:18]([C@@H:17]([C@H:5]([C:6]1[C:15]2[C:10](=[CH:11][CH:12]=[CH:13][CH:14]=2)[CH:9]=[CH:8][CH:7]=1)[CH2:4][N+:1]([O-:3])=[O:2])[CH:16]=[O:21])([CH3:20])[CH3:19]. The catalyst class is: 22. (2) Reactant: [NH:1]1[CH2:4][CH:3]([N:5]2[CH2:10][CH2:9][N:8]([C:11]([O:13][C:14]([CH3:17])([CH3:16])[CH3:15])=[O:12])[CH2:7][CH:6]2[CH2:18][CH2:19][OH:20])[CH2:2]1.[Br:21][C:22]1[CH:23]=[C:24]([CH:41]=[C:42]([Br:44])[CH:43]=1)[C:25]([N:27]([CH2:29][C@H:30]([C:34]1[CH:39]=[CH:38][C:37]([F:40])=[CH:36][CH:35]=1)[CH2:31][CH:32]=O)[CH3:28])=[O:26].C([BH3-])#N.[Na+]. Product: [Br:21][C:22]1[CH:23]=[C:24]([CH:41]=[C:42]([Br:44])[CH:43]=1)[C:25]([N:27]([CH3:28])[CH2:29][C@H:30]([C:34]1[CH:39]=[CH:38][C:37]([F:40])=[CH:36][CH:35]=1)[CH2:31][CH2:32][N:1]1[CH2:4][CH:3]([N:5]2[CH2:10][CH2:9][N:8]([C:11]([O:13][C:14]([CH3:15])([CH3:16])[CH3:17])=[O:12])[CH2:7][CH:6]2[CH2:18][CH2:19][OH:20])[CH2:2]1)=[O:26]. The catalyst class is: 466. (3) Reactant: [OH:1][C:2]1[CH:7]=[CH:6][CH:5]=[CH:4][C:3]=1[C:8]1[N:13]=[C:12]([N:14]2[C:18]([C:19]([F:22])([F:21])[F:20])=[C:17]([C:23]([O:25][CH2:26][CH3:27])=[O:24])[CH:16]=[N:15]2)[CH:11]=[CH:10][CH:9]=1.[I:28][C:29]1[CH:36]=[CH:35][C:32]([CH2:33]Br)=[CH:31][CH:30]=1.C(=O)([O-])[O-].[Cs+].[Cs+].[NH4+].[Cl-]. Product: [I:28][C:29]1[CH:36]=[CH:35][C:32]([CH2:33][O:1][C:2]2[CH:7]=[CH:6][CH:5]=[CH:4][C:3]=2[C:8]2[N:13]=[C:12]([N:14]3[C:18]([C:19]([F:22])([F:21])[F:20])=[C:17]([C:23]([O:25][CH2:26][CH3:27])=[O:24])[CH:16]=[N:15]3)[CH:11]=[CH:10][CH:9]=2)=[CH:31][CH:30]=1. The catalyst class is: 3. (4) Product: [CH:2]([C:3]1[N:4]=[C:5]([CH2:8][O:9][CH3:10])[NH:6][CH:7]=1)=[O:1]. Reactant: [OH:1][CH2:2][C:3]1[N:4]=[C:5]([CH2:8][O:9][CH3:10])[NH:6][CH:7]=1. The catalyst class is: 742. (5) Reactant: [C:1]([O:4][C:5]1[CH:13]=[CH:12][CH:11]=[CH:10][C:6]=1[C:7](O)=[O:8])(=[O:3])[CH3:2].C(Cl)(C([Cl:18])=O)=O. Product: [C:1]([O:4][C:5]1[CH:13]=[CH:12][CH:11]=[CH:10][C:6]=1[C:7]([Cl:18])=[O:8])(=[O:3])[CH3:2]. The catalyst class is: 1. (6) Reactant: [Cl:1][C:2]1[N:3]=[N:4][C:5]([CH3:8])=[CH:6][CH:7]=1.[F:9][C:10]1[CH:20]=[CH:19][C:13]([C:14](OCC)=[O:15])=[CH:12][CH:11]=1.C[Si]([N-][Si](C)(C)C)(C)C.[Li+].Cl. Product: [Cl:1][C:2]1[N:3]=[N:4][C:5]([CH2:8][C:14]([C:13]2[CH:19]=[CH:20][C:10]([F:9])=[CH:11][CH:12]=2)=[O:15])=[CH:6][CH:7]=1. The catalyst class is: 20. (7) Reactant: [C:1]([O:5][C:6]([N:8]1[CH2:12][C@@H:11]([NH:13][C:14]2[C:23]3[C:18](=[CH:19][CH:20]=[CH:21][CH:22]=3)[N:17]=[C:16]([C:24]3[CH:29]=[CH:28][CH:27]=[CH:26][C:25]=3[O:30][CH3:31])[N:15]=2)[CH2:10][C@@H:9]1[C:32]([OH:34])=O)=[O:7])([CH3:4])([CH3:3])[CH3:2].Cl.[CH3:36][NH:37][CH3:38].[B-](F)(F)(F)F.CN(C(ON1N=NC2C1=CC=CC=2)=[N+](C)C)C.C(N(CC)CC)C. Product: [CH3:36][N:37]([CH3:38])[C:32]([C@H:9]1[CH2:10][C@H:11]([NH:13][C:14]2[C:23]3[C:18](=[CH:19][CH:20]=[CH:21][CH:22]=3)[N:17]=[C:16]([C:24]3[CH:29]=[CH:28][CH:27]=[CH:26][C:25]=3[O:30][CH3:31])[N:15]=2)[CH2:12][N:8]1[C:6]([O:5][C:1]([CH3:4])([CH3:3])[CH3:2])=[O:7])=[O:34]. The catalyst class is: 18.